From a dataset of Catalyst prediction with 721,799 reactions and 888 catalyst types from USPTO. Predict which catalyst facilitates the given reaction. (1) Reactant: [NH:1]1[CH:5]=[C:4]([C:6]2[CH:15]=[N:14][C:13]3[C:8](=[CH:9][CH:10]=[CH:11][CH:12]=3)[N:7]=2)[CH:3]=[N:2]1.C(=O)([O-])[O-].[Cs+].[Cs+].[I-].[Na+].Br[CH2:25][CH2:26][C@@:27]([CH3:37])([S:33]([CH3:36])(=[O:35])=[O:34])[C:28]([O:30][CH2:31][CH3:32])=[O:29]. Product: [CH3:37][C@@:27]([S:33]([CH3:36])(=[O:34])=[O:35])([CH2:26][CH2:25][N:1]1[CH:5]=[C:4]([C:6]2[CH:15]=[N:14][C:13]3[C:8](=[CH:9][CH:10]=[CH:11][CH:12]=3)[N:7]=2)[CH:3]=[N:2]1)[C:28]([O:30][CH2:31][CH3:32])=[O:29]. The catalyst class is: 10. (2) Reactant: [C:1]([OH:20])(=O)[CH2:2][CH2:3][CH2:4][CH2:5][CH2:6][CH2:7][CH2:8]/[CH:9]=[CH:10]\[CH2:11]/[CH:12]=[CH:13]\[CH2:14][CH2:15][CH2:16][CH2:17][CH3:18].[C:21](Cl)(=O)C(Cl)=O.CN(C=O)C.[CH2:32]([Mg]Br)[CH2:33][CH2:34][CH2:35][CH2:36][CH2:37][CH2:38][CH2:39]/[CH:40]=[CH:41]\[CH2:42]/[CH:43]=[CH:44]\[CH2:45][CH2:46][CH2:47][CH2:48]C. Product: [CH3:32][CH2:33][CH2:34][CH2:35][CH2:36]/[CH:37]=[CH:38]\[CH2:39]/[CH:40]=[CH:41]\[CH2:42][CH2:43][CH2:44][CH2:45][CH2:46][CH2:47][CH2:48][C:1](=[O:20])[CH2:2][CH2:3][CH2:4][CH2:5][CH2:6][CH2:7][CH2:8][CH2:9]/[CH:10]=[CH:11]\[CH2:12]/[CH:13]=[CH:14]\[CH2:15][CH2:16][CH2:17][CH2:18][CH3:21]. The catalyst class is: 22. (3) Reactant: CO[C:3](=[O:16])[C:4]1[C:5](=[CH:10][C:11]([O:14][CH3:15])=[CH:12][CH:13]=1)[C:6]([O:8]C)=[O:7].[OH-].[Na+].Cl. Product: [CH3:15][O:14][C:11]1[CH:10]=[C:5]2[C:4](=[CH:13][CH:12]=1)[C:3](=[O:16])[O:8][C:6]2=[O:7]. The catalyst class is: 5. (4) Reactant: [CH2:1]([N:4]([CH3:26])[C:5](=[O:25])[C:6]1[C:18]([I:19])=[C:17]([N:20]=[C:21]=[O:22])[C:16]([I:23])=[C:8]([C:9]([N:11]([CH2:13][CH:14]=[CH2:15])[CH3:12])=[O:10])[C:7]=1[I:24])[CH:2]=[CH2:3].[CH2:27]([OH:31])[CH2:28][CH2:29][OH:30]. Product: [CH2:13]([N:11]([CH3:12])[C:9]([C:8]1[C:16]([I:23])=[C:17]([NH:20][C:21]([O:30][CH2:29][CH2:28][CH2:27][O:31][C:21](=[O:22])[NH:20][C:17]2[C:16]([I:23])=[C:8]([C:9](=[O:10])[N:11]([CH2:13][CH:14]=[CH2:15])[CH3:12])[C:7]([I:24])=[C:6]([C:5](=[O:25])[N:4]([CH2:1][CH:2]=[CH2:3])[CH3:26])[C:18]=2[I:19])=[O:22])[C:18]([I:19])=[C:6]([C:5](=[O:25])[N:4]([CH2:1][CH:2]=[CH2:3])[CH3:26])[C:7]=1[I:24])=[O:10])[CH:14]=[CH2:15]. The catalyst class is: 4. (5) Reactant: [Cl:1][C:2]1[CH:3]=[CH:4][C:5]([O:28][CH2:29][CH:30]([CH3:32])[CH3:31])=[C:6]([CH2:8][N:9]2[C:13]([CH3:14])=[CH:12][C:11]([C:15]([NH:17][C:18]3[CH:23]=[CH:22][C:21]([CH2:24][OH:25])=[CH:20][C:19]=3[O:26][CH3:27])=[O:16])=[N:10]2)[CH:7]=1. Product: [Cl:1][C:2]1[CH:3]=[CH:4][C:5]([O:28][CH2:29][CH:30]([CH3:32])[CH3:31])=[C:6]([CH2:8][N:9]2[C:13]([CH3:14])=[CH:12][C:11]([C:15]([NH:17][C:18]3[CH:23]=[CH:22][C:21]([CH:24]=[O:25])=[CH:20][C:19]=3[O:26][CH3:27])=[O:16])=[N:10]2)[CH:7]=1. The catalyst class is: 4. (6) The catalyst class is: 4. Reactant: C([O:4][C:5]([CH3:10])([CH3:9])[C:6](Cl)=[O:7])(=O)C.[Br:11][C:12]1[C:13]([F:22])=[C:14]2[C:20]([NH2:21])=[CH:19][NH:18][C:15]2=[N:16][CH:17]=1.C(N(CC)CC)C. Product: [Br:11][C:12]1[C:13]([F:22])=[C:14]2[C:20]([NH:21][C:6](=[O:7])[C:5]([OH:4])([CH3:9])[CH3:10])=[CH:19][NH:18][C:15]2=[N:16][CH:17]=1.